Predict the reaction yield, written as a fraction of the theoretical maximum amount of product (1.0 means a 100% yield; for example, 0.34 means a 34% yield). From a dataset of Reaction yield outcomes from USPTO patents with 853,638 reactions. (1) The reactants are F[C:2]1[CH:3]=[C:4]([CH3:11])[CH:5]=[CH:6][C:7]=1[N+:8]([O-:10])=[O:9].[CH3:12][C:13]1[CH:19]=[CH:18][C:16]([NH2:17])=[C:15]([O:20][CH2:21][CH2:22][CH2:23][CH3:24])[CH:14]=1.[NH2:25][C:26]1[S:27][CH:28]=[CH:29][N:30]=1.[CH2:31]([OH:35])CCC. No catalyst specified. The product is [CH2:15]([O:20][C:2]1[CH:3]=[C:4]([CH3:11])[CH:5]=[CH:6][C:7]=1[N+:8]([O-:10])=[O:9])[CH2:14][CH2:13][CH3:12].[CH2:21]([O:20][C:15]1[CH:14]=[C:13]([CH3:12])[CH:19]=[CH:18][C:16]=1[NH:17][C:31]([NH:25][C:26]1[S:27][CH:28]=[CH:29][N:30]=1)=[O:35])[CH2:22][CH2:23][CH3:24]. The yield is 0.750. (2) The reactants are [Cl:1][C:2]1[CH:21]=[C:20]([Cl:22])[CH:19]=[CH:18][C:3]=1[O:4][CH2:5][C:6]([NH:8][C:9]1[CH:10]=[C:11]([CH:15]=[CH:16][N:17]=1)[C:12]([OH:14])=O)=[O:7].C(Cl)CCl.C1C=CC2N(O)N=[N:33][C:31]=2C=1.[CH3:37][CH2:38][N:39]([CH:43]([CH3:45])C)[CH:40]([CH3:42])C.CN(C=[O:50])C. No catalyst specified. The product is [Cl:1][C:2]1[CH:21]=[C:20]([Cl:22])[CH:19]=[CH:18][C:3]=1[O:4][CH2:5][C:6]([NH:8][C:9]1[CH:10]=[C:11]([CH:15]=[CH:16][N:17]=1)[C:12]([NH:33][CH2:31][CH2:45][CH2:43][N:39]1[CH2:38][CH2:37][O:50][CH2:42][CH2:40]1)=[O:14])=[O:7]. The yield is 0.217.